This data is from Full USPTO retrosynthesis dataset with 1.9M reactions from patents (1976-2016). The task is: Predict the reactants needed to synthesize the given product. (1) Given the product [CH3:19][N:20]1[C:10](=[O:11])[C:9]2[C:8](=[CH:18][CH:17]=[CH:16][CH:15]=2)[CH:2]1[C:3]([O:5][CH2:6][CH3:7])=[O:4], predict the reactants needed to synthesize it. The reactants are: Br[CH:2]([C:8]1[CH:18]=[CH:17][CH:16]=[CH:15][C:9]=1[C:10](OCC)=[O:11])[C:3]([O:5][CH2:6][CH3:7])=[O:4].[CH3:19][NH2:20].C1COCC1. (2) The reactants are: C([O:8][C:9]1[CH:10]=[C:11]([C:19]2[O:20][CH:21]=[C:22]([CH2:24][NH:25][C:26](=[O:34])[C:27]3[C:32]([CH3:33])=[CH:31][CH:30]=[CH:29][N:28]=3)[N:23]=2)[CH:12]=[CH:13][C:14]=1[O:15][CH:16]([F:18])[F:17])C1C=CC=CC=1. Given the product [F:18][CH:16]([F:17])[O:15][C:14]1[CH:13]=[CH:12][C:11]([C:19]2[O:20][CH:21]=[C:22]([CH2:24][NH:25][C:26](=[O:34])[C:27]3[C:32]([CH3:33])=[CH:31][CH:30]=[CH:29][N:28]=3)[N:23]=2)=[CH:10][C:9]=1[OH:8], predict the reactants needed to synthesize it. (3) Given the product [I:23][C:20]1[CH:19]=[CH:18][C:17]([CH2:16][CH2:15][CH2:14][CH2:13][CH2:12][CH2:11][CH2:10][CH2:9][CH2:8][CH2:7][CH2:6][CH2:5][OH:4])=[CH:22][CH:21]=1, predict the reactants needed to synthesize it. The reactants are: C([O:4][CH2:5][CH2:6][CH2:7][CH2:8][CH2:9][CH2:10][CH2:11][CH2:12][CH2:13][CH2:14][CH2:15][CH2:16][C:17]1[CH:22]=[CH:21][C:20]([I:23])=[CH:19][CH:18]=1)(=O)C.CO.[OH-].[Na+]. (4) Given the product [CH2:11]1[C:20]2[C:15](=[CH:16][CH:17]=[CH:18][CH:19]=2)[CH2:14][CH2:13][N:12]1[C:21]1[N:22]=[C:23]([CH:32]=[O:34])[CH:24]=[C:25]2[C:29]([CH3:30])=[C:28]([CH3:31])[NH:27][C:26]=12, predict the reactants needed to synthesize it. The reactants are: [H-].C([Al+]CC(C)C)C(C)C.[CH2:11]1[C:20]2[C:15](=[CH:16][CH:17]=[CH:18][CH:19]=2)[CH2:14][CH2:13][N:12]1[C:21]1[N:22]=[C:23]([C:32]#N)[CH:24]=[C:25]2[C:29]([CH3:30])=[C:28]([CH3:31])[NH:27][C:26]=12.[OH2:34].[OH-].[Na+]. (5) Given the product [ClH:42].[F:41][C:2]([F:1])([F:40])[C:3]1[CH:4]=[C:5]([C@@H:13]([N:15]([CH3:39])[C:16]([N:18]2[CH2:30][CH2:29][C@:21]3([NH:25][C@@H:24]([C:26]([NH2:28])=[O:27])[CH2:23][CH2:22]3)[CH2:20][C@@H:19]2[C:31]2[CH:36]=[CH:35][C:34]([F:37])=[CH:33][C:32]=2[CH3:38])=[O:17])[CH3:14])[CH:6]=[C:7]([C:9]([F:10])([F:11])[F:12])[CH:8]=1, predict the reactants needed to synthesize it. The reactants are: [F:1][C:2]([F:41])([F:40])[C:3]1[CH:4]=[C:5]([C@@H:13]([N:15]([CH3:39])[C:16]([N:18]2[CH2:30][CH2:29][C@:21]3([NH:25][C@@H:24]([C:26]([NH2:28])=[O:27])[CH2:23][CH2:22]3)[CH2:20][C@@H:19]2[C:31]2[CH:36]=[CH:35][C:34]([F:37])=[CH:33][C:32]=2[CH3:38])=[O:17])[CH3:14])[CH:6]=[C:7]([C:9]([F:12])([F:11])[F:10])[CH:8]=1.[ClH:42]. (6) Given the product [Cl:18][C:15]1[CH:16]=[CH:17][C:11]2[S:10][C:9]([C:3]3[CH:4]=[C:5]([NH2:8])[CH:6]=[CH:7][C:2]=3[CH3:19])=[N:13][C:12]=2[CH:14]=1.[Cl:1][C:20]1[CH:28]=[CH:27][C:26]([N+:29]([O-:31])=[O:30])=[CH:25][C:21]=1[C:22]([OH:24])=[O:23], predict the reactants needed to synthesize it. The reactants are: [Cl:1][C:2]1[CH:7]=[CH:6][C:5]([NH2:8])=[CH:4][C:3]=1[C:9]1[S:10][C:11]2[CH:17]=[CH:16][C:15]([Cl:18])=[CH:14][C:12]=2[N:13]=1.[CH3:19][C:20]1[CH:28]=[CH:27][C:26]([N+:29]([O-:31])=[O:30])=[CH:25][C:21]=1[C:22]([OH:24])=[O:23]. (7) Given the product [CH3:1][O:2][C:3]1[CH:8]=[CH:7][C:6]([CH2:9][NH:10][C:12]2[CH:17]=[CH:16][CH:15]=[C:14]([O:18][C:19]3[CH:24]=[CH:23][CH:22]=[CH:21][CH:20]=3)[N:13]=2)=[CH:5][CH:4]=1, predict the reactants needed to synthesize it. The reactants are: [CH3:1][O:2][C:3]1[CH:8]=[CH:7][C:6]([CH2:9][NH2:10])=[CH:5][CH:4]=1.Cl[C:12]1[CH:17]=[CH:16][CH:15]=[C:14]([O:18][C:19]2[CH:24]=[CH:23][CH:22]=[CH:21][CH:20]=2)[N:13]=1. (8) Given the product [CH2:19]([NH:26][C:15](=[O:17])[CH:14]([C:9]1[C:10]([CH3:13])=[N:11][O:12][C:8]=1[C:5]1[CH:4]=[CH:3][C:2]([Br:1])=[CH:7][CH:6]=1)[OH:18])[C:20]1[CH:25]=[CH:24][CH:23]=[CH:22][CH:21]=1, predict the reactants needed to synthesize it. The reactants are: [Br:1][C:2]1[CH:7]=[CH:6][C:5]([C:8]2[O:12][N:11]=[C:10]([CH3:13])[C:9]=2[CH:14]([OH:18])[C:15]([OH:17])=O)=[CH:4][CH:3]=1.[CH2:19]([NH2:26])[C:20]1[CH:25]=[CH:24][CH:23]=[CH:22][CH:21]=1. (9) Given the product [CH3:1][CH:2]1[CH:15]2[CH:5]([CH2:6][C:7]32[CH2:9][CH:8]3[C:10]([OH:12])=[O:11])[CH2:4][CH2:3]1, predict the reactants needed to synthesize it. The reactants are: [CH3:1][CH:2]1[CH:15]2[CH:5]([CH2:6][C:7]32[CH2:9][CH:8]3[C:10]([O:12]CC)=[O:11])[CH2:4][CH2:3]1.C1(C(OCC)=O)C2(CCCCC2)C1. (10) Given the product [CH3:6][N:7]1[CH2:8][CH2:9][C:10](=[C:13]2[C:22]3[CH:23]=[CH:24][CH:25]=[CH:26][C:21]=3[CH2:20][CH2:19][C:18]3[S:17][C:16]([C:27]([O:29][CH2:30][CH3:31])=[O:28])=[CH:15][C:14]2=3)[CH2:11][CH2:12]1, predict the reactants needed to synthesize it. The reactants are: S(Cl)(Cl)=O.Cl.[CH3:6][N:7]1[CH2:12][CH2:11][C:10](=[C:13]2[C:22]3[CH:23]=[CH:24][CH:25]=[CH:26][C:21]=3[CH2:20][CH2:19][C:18]3[S:17][C:16]([C:27]([OH:29])=[O:28])=[CH:15][C:14]2=3)[CH2:9][CH2:8]1.[CH2:30](O)[CH3:31].